Dataset: Reaction yield outcomes from USPTO patents with 853,638 reactions. Task: Predict the reaction yield, written as a fraction of the theoretical maximum amount of product (1.0 means a 100% yield; for example, 0.34 means a 34% yield). (1) The reactants are [CH3:1][O:2][C:3](=[O:24])[C:4]1[CH:9]=[CH:8][CH:7]=[C:6]([NH:10][C:11](=O)[CH2:12][NH:13][C:14]2[CH:19]=[CH:18][CH:17]=[C:16]([CH:20]([CH3:22])[CH3:21])[CH:15]=2)[CH:5]=1.B.C1COCC1. No catalyst specified. The product is [CH3:1][O:2][C:3](=[O:24])[C:4]1[CH:9]=[CH:8][CH:7]=[C:6]([NH:10][CH2:11][CH2:12][NH:13][C:14]2[CH:19]=[CH:18][CH:17]=[C:16]([CH:20]([CH3:21])[CH3:22])[CH:15]=2)[CH:5]=1. The yield is 0.731. (2) The reactants are FC(F)(F)C(O)=O.[Br:8][C:9]1[CH:10]=[C:11]([N:16]2[C:20](=[O:21])[O:19][N:18]=[C:17]2[C:22]2[C:23]([NH:27][CH2:28][CH2:29][NH:30][S:31]([NH:34]C(=O)OC(C)(C)C)(=[O:33])=[O:32])=[N:24][O:25][N:26]=2)[CH:12]=[CH:13][C:14]=1[F:15]. The catalyst is O. The product is [Br:8][C:9]1[CH:10]=[C:11]([N:16]2[C:20](=[O:21])[O:19][N:18]=[C:17]2[C:22]2[C:23]([NH:27][CH2:28][CH2:29][NH:30][S:31]([NH2:34])(=[O:32])=[O:33])=[N:24][O:25][N:26]=2)[CH:12]=[CH:13][C:14]=1[F:15]. The yield is 1.00. (3) The reactants are [CH:1]([O:4][C:5]1[CH:13]=[CH:12][C:11]([S:14]([CH3:17])(=[O:16])=[O:15])=[CH:10][C:6]=1[C:7]([OH:9])=O)([CH3:3])[CH3:2].[N:18]1[CH2:21][CH:20]([OH:22])[CH:19]=1. No catalyst specified. The product is [OH:22][CH:20]1[CH2:21][N:18]([C:7]([C:6]2[CH:10]=[C:11]([S:14]([CH3:17])(=[O:16])=[O:15])[CH:12]=[CH:13][C:5]=2[O:4][CH:1]([CH3:2])[CH3:3])=[O:9])[CH2:19]1. The yield is 0.620.